From a dataset of Forward reaction prediction with 1.9M reactions from USPTO patents (1976-2016). Predict the product of the given reaction. (1) Given the reactants IC1C=CC=CC=1S([O-])(=O)=O.[Na+].OOS([O-])=O.[K+].S([O-])([O-])(=O)=O.[Na+].[Na+].[CH3:26][C:27]1[CH2:32][CH:31]([C:33]([CH3:35])=[CH2:34])[CH2:30][CH:29]([OH:36])[CH:28]=1, predict the reaction product. The product is: [CH3:26][C:27]1[CH2:32][CH:31]([C:33]([CH3:35])=[CH2:34])[CH2:30][C:29](=[O:36])[CH:28]=1. (2) Given the reactants [Br:1][C:2]1[CH:3]=[N:4][C:5]2[N:6]([N:8]=[C:9]([C:11]([OH:13])=O)[CH:10]=2)[CH:7]=1.[CH:14]1([NH:17][C:18]([C:20]2[N:24]3[CH2:25][CH2:26][NH:27][CH:28]([CH3:29])[C:23]3=[CH:22][CH:21]=2)=[O:19])[CH2:16][CH2:15]1, predict the reaction product. The product is: [CH:14]1([NH:17][C:18]([C:20]2[N:24]3[CH2:25][CH2:26][N:27]([C:11]([C:9]4[CH:10]=[C:5]5[N:4]=[CH:3][C:2]([Br:1])=[CH:7][N:6]5[N:8]=4)=[O:13])[CH:28]([CH3:29])[C:23]3=[CH:22][CH:21]=2)=[O:19])[CH2:15][CH2:16]1. (3) Given the reactants [H-].[Na+].[CH2:3]([NH:10][C:11]([NH:13][CH2:14][C:15]#[N:16])=[O:12])[C:4]1[CH:9]=[CH:8][CH:7]=[CH:6][CH:5]=1, predict the reaction product. The product is: [CH2:3]([N:10]1[C:15](=[NH:16])[CH2:14][NH:13][C:11]1=[O:12])[C:4]1[CH:9]=[CH:8][CH:7]=[CH:6][CH:5]=1. (4) Given the reactants Br[C:2]1[CH:7]=[CH:6][C:5]([C@H:8]([NH:12][C@H:13]([C:19]([NH:21][C:22]2([C:25]#[N:26])[CH2:24][CH2:23]2)=[O:20])[CH2:14][C:15]([F:18])([CH3:17])[CH3:16])[CH:9]([F:11])[F:10])=[CH:4][CH:3]=1.[B:27]1([B:27]2[O:31][C:30]([CH3:33])([CH3:32])[C:29]([CH3:35])([CH3:34])[O:28]2)[O:31][C:30]([CH3:33])([CH3:32])[C:29]([CH3:35])([CH3:34])[O:28]1, predict the reaction product. The product is: [C:25]([C:22]1([NH:21][C:19](=[O:20])[C@H:13]([CH2:14][C:15]([F:18])([CH3:17])[CH3:16])[NH:12][C@@H:8]([C:5]2[CH:6]=[CH:7][C:2]([B:27]3[O:31][C:30]([CH3:33])([CH3:32])[C:29]([CH3:35])([CH3:34])[O:28]3)=[CH:3][CH:4]=2)[CH:9]([F:11])[F:10])[CH2:24][CH2:23]1)#[N:26].